From a dataset of Forward reaction prediction with 1.9M reactions from USPTO patents (1976-2016). Predict the product of the given reaction. (1) Given the reactants [H-].[Na+].[Cl:3][C:4]1[N:5]=[N:6][C:7](Cl)=[CH:8][CH:9]=1.[F:11][CH2:12][CH2:13][CH2:14][OH:15], predict the reaction product. The product is: [F:11][CH2:12][CH2:13][CH2:14][O:15][C:7]1[N:6]=[N:5][C:4]([Cl:3])=[CH:9][CH:8]=1. (2) Given the reactants [H-].[Na+].CS([O:7][CH2:8][C@H:9]1[CH2:14][O:13][C@@H:12]([C:15](=[O:40])[N:16]([CH:37]2[CH2:39][CH2:38]2)[C@@H:17]([C:19]2[C:27]3[C:22](=[N:23][C:24]([CH3:28])=[CH:25][CH:26]=3)[N:21]([CH2:29][CH2:30][CH2:31][NH:32][C:33]([O:35][CH3:36])=[O:34])[N:20]=2)[CH3:18])[CH2:11][N:10]1[CH2:41][C:42]1[CH:47]=[CH:46][CH:45]=[CH:44][CH:43]=1)(=O)=O.S([O-])(O)(=O)=O.[K+].O.[CH2:55](O)[CH3:56], predict the reaction product. The product is: [CH2:41]([N:10]1[C@@H:9]([CH2:8][O:7][CH2:55][CH3:56])[CH2:14][O:13][C@@H:12]([C:15]([N:16]([CH:37]2[CH2:39][CH2:38]2)[C@@H:17]([C:19]2[C:27]3[C:22](=[N:23][C:24]([CH3:28])=[CH:25][CH:26]=3)[N:21]([CH2:29][CH2:30][CH2:31][NH:32][C:33](=[O:34])[O:35][CH3:36])[N:20]=2)[CH3:18])=[O:40])[CH2:11]1)[C:42]1[CH:47]=[CH:46][CH:45]=[CH:44][CH:43]=1. (3) The product is: [C:27]([S:26][C:25]1[C:20]2[S:19][CH:18]=[C:17]([C:9]3[CH2:13][CH2:12][C:11](=[O:14])[CH:10]=3)[C:21]=2[N:22]=[CH:23][N:24]=1)([CH3:30])([CH3:28])[CH3:29]. Given the reactants CC1(C)C(C)(C)OB([C:9]2[CH2:13][CH2:12][C:11](=[O:14])[CH:10]=2)O1.Br[C:17]1[C:21]2[N:22]=[CH:23][N:24]=[C:25]([S:26][C:27]([CH3:30])([CH3:29])[CH3:28])[C:20]=2[S:19][CH:18]=1.[O-]P([O-])([O-])=O.[K+].[K+].[K+], predict the reaction product. (4) Given the reactants [C:1]1([P:7]([C:14]2[CH:19]=[CH:18][CH:17]=[CH:16][CH:15]=2)[C:8]2[CH:13]=[CH:12][CH:11]=[CH:10][CH:9]=2)[CH:6]=[CH:5][CH:4]=[CH:3][CH:2]=1.C([Si]([O:27][CH2:28][C:29]1[CH:34]=[C:33]([CH2:35][Cl:36])[CH:32]=[C:31]([Cl:37])[CH:30]=1)(C)C)(C)(C)C, predict the reaction product. The product is: [Cl-:36].[Cl:37][C:31]1[CH:32]=[C:33]([CH:34]=[C:29]([CH2:28][OH:27])[CH:30]=1)[CH2:35][P+:7]([C:1]1[CH:2]=[CH:3][CH:4]=[CH:5][CH:6]=1)([C:8]1[CH:13]=[CH:12][CH:11]=[CH:10][CH:9]=1)[C:14]1[CH:15]=[CH:16][CH:17]=[CH:18][CH:19]=1. (5) Given the reactants Cl[C:2]1[C:11]2[C:6](=[CH:7][CH:8]=[CH:9][CH:10]=2)[CH:5]=[C:4]([NH:12][C:13]2[CH:17]=[CH:16][NH:15][N:14]=2)[N:3]=1.[F:18][C:19]1[CH:24]=[CH:23][CH:22]=[CH:21][C:20]=1B(O)O, predict the reaction product. The product is: [F:18][C:19]1[CH:24]=[CH:23][CH:22]=[CH:21][C:20]=1[C:2]1[C:11]2[C:6](=[CH:7][CH:8]=[CH:9][CH:10]=2)[CH:5]=[C:4]([NH:12][C:13]2[CH:17]=[CH:16][NH:15][N:14]=2)[N:3]=1.